This data is from Experimental lipophilicity measurements (octanol/water distribution) for 4,200 compounds from AstraZeneca. The task is: Regression/Classification. Given a drug SMILES string, predict its absorption, distribution, metabolism, or excretion properties. Task type varies by dataset: regression for continuous measurements (e.g., permeability, clearance, half-life) or binary classification for categorical outcomes (e.g., BBB penetration, CYP inhibition). For this dataset (lipophilicity_astrazeneca), we predict Y. (1) The molecule is COc1cc(Nc2c(C#N)cnc3cc(OC)c(OC)cc23)cc(OC)c1. The Y is 3.50 logD. (2) The molecule is COC(Cn1c(=O)[nH]c2c(=O)n(CC(=O)NC(C(=O)C(F)(F)F)C(C)C)c(-c3ccccc3)cc2c1=O)OC. The Y is 1.56 logD. (3) The drug is C[C@H](C#N)NC(=O)[C@@H]1CCCC[C@H]1C(=O)N1CCc2[nH]c3ccc(F)cc3c2C1. The Y is 3.10 logD. (4) The Y is 2.40 logD. The compound is O=C1Nc2ccc(S(=O)(=O)N3CCC[C@H]3CNc3ccccc3)cc2C1=O. (5) The compound is COc1cc(OC)c(S(=O)(=O)N2c3ccccc3CCC2C)cc1NC(C)=O. The Y is 1.97 logD. (6) The drug is Cc1cnc(Oc2ccc(-n3ccnc3)cc2)nc1Oc1ccc2c(c1)OCO2. The Y is 3.56 logD. (7) The compound is CC1(c2ccc(Cl)c(Cl)c2)CC(=O)NC(N)=N1. The Y is 1.59 logD.